From a dataset of Catalyst prediction with 721,799 reactions and 888 catalyst types from USPTO. Predict which catalyst facilitates the given reaction. Reactant: [Br:1][C:2]1[N:7]=[C:6]2[NH:8][CH:9]=[CH:10][C:5]2=[CH:4][CH:3]=1.[C:11](O)(=[O:13])C.C1N2CN3CN(C2)CN1C3. Product: [Br:1][C:2]1[N:7]=[C:6]2[NH:8][CH:9]=[C:10]([CH:11]=[O:13])[C:5]2=[CH:4][CH:3]=1. The catalyst class is: 6.